Dataset: Catalyst prediction with 721,799 reactions and 888 catalyst types from USPTO. Task: Predict which catalyst facilitates the given reaction. (1) Reactant: [Li+].CC([N-]C(C)C)C.[CH3:9][C:10]([C:12]1[CH:17]=[CH:16][CH:15]=[C:14]([Cl:18])[CH:13]=1)=[O:11].[CH3:19][C:20]1[N:21]=[CH:22][S:23][C:24]=1[C:25](Cl)=[O:26].Cl. Product: [Cl:18][C:14]1[CH:13]=[C:12]([C:10](=[O:11])[CH2:9][C:25]([C:24]2[S:23][CH:22]=[N:21][C:20]=2[CH3:19])=[O:26])[CH:17]=[CH:16][CH:15]=1. The catalyst class is: 76. (2) Reactant: [Cl:1][C:2]1[N:10]=[CH:9][N:8]=[C:7]2[C:3]=1[N:4]=[CH:5][NH:6]2.CC1C=CC(S(O)(=O)=O)=CC=1.[O:22]1[CH:27]=[CH:26][CH2:25][CH2:24][CH2:23]1.C([O-])([O-])=O.[Na+].[Na+]. Product: [Cl:1][C:2]1[N:10]=[CH:9][N:8]=[C:7]2[C:3]=1[N:4]=[CH:5][N:6]2[CH:23]1[CH2:24][CH2:25][CH2:26][CH2:27][O:22]1. The catalyst class is: 13.